From a dataset of Reaction yield outcomes from USPTO patents with 853,638 reactions. Predict the reaction yield, written as a fraction of the theoretical maximum amount of product (1.0 means a 100% yield; for example, 0.34 means a 34% yield). (1) The reactants are [CH3:1][O:2][CH2:3][CH2:4][N:5]([CH3:15])[C:6]1[CH:11]=[CH:10][C:9]([N+:12]([O-])=O)=[CH:8][N:7]=1. The catalyst is C(OCC)(=O)C. The product is [CH3:1][O:2][CH2:3][CH2:4][N:5]([CH3:15])[C:6]1[CH:11]=[CH:10][C:9]([NH2:12])=[CH:8][N:7]=1. The yield is 0.730. (2) The reactants are [OH-].[K+].[Br:3][C:4]1[CH:5]=[C:6]2[C:10](=[CH:11][CH:12]=1)[NH:9][CH:8]=[CH:7]2.[CH3:13][N:14]1[CH2:19][CH2:18][C:17](=O)[CH2:16][CH2:15]1. The catalyst is CO. The product is [Br:3][C:4]1[CH:5]=[C:6]2[C:10](=[CH:11][CH:12]=1)[NH:9][CH:8]=[C:7]2[C:17]1[CH2:18][CH2:19][N:14]([CH3:13])[CH2:15][CH:16]=1. The yield is 0.830. (3) The reactants are [Br:1][C:2]1[C:3]([OH:12])=[C:4]([C:8]([O:10][CH3:11])=[O:9])[S:5][C:6]=1Br.CC1(C)COB([C:20]2[N:24]([CH3:25])[N:23]=[CH:22][CH:21]=2)OC1.C([O-])([O-])=O.[K+].[K+]. The catalyst is O1CCOCC1.O.C1C=CC([P]([Pd]([P](C2C=CC=CC=2)(C2C=CC=CC=2)C2C=CC=CC=2)([P](C2C=CC=CC=2)(C2C=CC=CC=2)C2C=CC=CC=2)[P](C2C=CC=CC=2)(C2C=CC=CC=2)C2C=CC=CC=2)(C2C=CC=CC=2)C2C=CC=CC=2)=CC=1. The product is [Br:1][C:2]1[C:3]([OH:12])=[C:4]([C:8]([O:10][CH3:11])=[O:9])[S:5][C:6]=1[C:20]1[N:24]([CH3:25])[N:23]=[CH:22][CH:21]=1. The yield is 0.150. (4) The reactants are [Br:1][C:2]1[CH:3]=[C:4]([C:8]([O:10][CH3:11])=[O:9])[O:5][C:6]=1Br.C([Mg]Cl)(C)C.O. The catalyst is O1CCCC1. The product is [Br:1][C:2]1[CH:3]=[C:4]([C:8]([O:10][CH3:11])=[O:9])[O:5][CH:6]=1. The yield is 0.580. (5) The reactants are C([O:3][C:4]([C:6]1[C:7]([C:11]2[CH:16]=[CH:15][C:14]([F:17])=[CH:13][CH:12]=2)=[N:8][O:9][CH:10]=1)=[O:5])C.[OH-].[Na+].Cl. The catalyst is C(O)C. The product is [F:17][C:14]1[CH:13]=[CH:12][C:11]([C:7]2[C:6]([C:4]([OH:5])=[O:3])=[CH:10][O:9][N:8]=2)=[CH:16][CH:15]=1. The yield is 0.940. (6) The reactants are [OH:1][C:2]1[CH:11]=[C:10]2[C:5]([CH:6]=[CH:7][CH:8]=[C:9]2[NH:12][C:13](=[O:19])[O:14][C:15]([CH3:18])([CH3:17])[CH3:16])=[CH:4][CH:3]=1.C(=O)([O-])[O-].[Cs+].[Cs+].I[CH2:27][CH3:28]. The catalyst is O. The product is [CH2:27]([O:1][C:2]1[CH:11]=[C:10]2[C:5]([CH:6]=[CH:7][CH:8]=[C:9]2[NH:12][C:13](=[O:19])[O:14][C:15]([CH3:16])([CH3:18])[CH3:17])=[CH:4][CH:3]=1)[CH3:28]. The yield is 0.675. (7) The reactants are [CH3:1][C:2]1[C:6]([CH2:7][N:8]2[CH:12]=[C:11]([N:13]3[C:17](=[O:18])[CH2:16][N:15]([CH2:19][C:20]4[CH:25]=[CH:24][CH:23]=[CH:22][C:21]=4[OH:26])[C:14]3=[O:27])[CH:10]=[N:9]2)=[C:5]([CH3:28])[O:4][N:3]=1.[CH3:29][O:30][CH2:31][CH2:32]Br. No catalyst specified. The product is [CH3:1][C:2]1[C:6]([CH2:7][N:8]2[CH:12]=[C:11]([N:13]3[C:17](=[O:18])[CH2:16][N:15]([CH2:19][C:20]4[CH:25]=[CH:24][CH:23]=[CH:22][C:21]=4[O:26][CH2:32][CH2:31][O:30][CH3:29])[C:14]3=[O:27])[CH:10]=[N:9]2)=[C:5]([CH3:28])[O:4][N:3]=1. The yield is 0.190. (8) The reactants are C(O)(C(F)(F)F)=O.[Cl:8][C:9]1[C:17]2[N:16]([CH2:18][CH2:19][O:20][C:21]3[CH:26]=[CH:25][CH:24]=[CH:23][CH:22]=3)[C:15]3[CH2:27][CH2:28][N:29](C(OC(C)(C)C)=O)[CH2:30][CH2:31][C:14]=3[C:13]=2[C:12]([Cl:39])=[CH:11][CH:10]=1.[OH-].[Na+]. The catalyst is C(Cl)Cl. The product is [ClH:8].[Cl:8][C:9]1[C:17]2[N:16]([CH2:18][CH2:19][O:20][C:21]3[CH:26]=[CH:25][CH:24]=[CH:23][CH:22]=3)[C:15]3[CH2:27][CH2:28][NH:29][CH2:30][CH2:31][C:14]=3[C:13]=2[C:12]([Cl:39])=[CH:11][CH:10]=1. The yield is 0.300.